This data is from Reaction yield outcomes from USPTO patents with 853,638 reactions. The task is: Predict the reaction yield, written as a fraction of the theoretical maximum amount of product (1.0 means a 100% yield; for example, 0.34 means a 34% yield). (1) The reactants are [OH-].[Na+].CO[C:5]1[CH:15]=[CH:14][C:13]([O:16][CH3:17])=[CH:12][C:6]=1[CH:7]=[CH:8][C:9]([OH:11])=[O:10].Cl[CH:19](Cl)[CH3:20].B(Br)(Br)Br. No catalyst specified. The product is [CH2:17]([O:16][C:13]1[CH:12]=[C:6]2[C:5](=[CH:15][CH:14]=1)[O:11][C:9](=[O:10])[CH:8]=[CH:7]2)[C:20]1[CH:19]=[CH:7][CH:6]=[CH:5][CH:15]=1. The yield is 1.27. (2) The reactants are CC1(C)C(C)(C)OB([C:9]2[CH:22]=[CH:21][C:20]3[C:19]4[C:14](=[CH:15][C:16](B5OC(C)(C)C(C)(C)O5)=[CH:17][CH:18]=4)[CH2:13][CH2:12][C:11]=3[CH:10]=2)O1.[C:33]([O:37][C:38]([N:40]1[CH2:44][CH2:43][CH2:42][CH:41]1[C:45]1[NH:46][CH:47]=[C:48](Br)[N:49]=1)=[O:39])([CH3:36])([CH3:35])[CH3:34].[C:51]([O-:54])(O)=[O:52].[Na+]. The catalyst is COCCOC.O.C1C=CC([P]([Pd]([P](C2C=CC=CC=2)(C2C=CC=CC=2)C2C=CC=CC=2)([P](C2C=CC=CC=2)(C2C=CC=CC=2)C2C=CC=CC=2)[P](C2C=CC=CC=2)(C2C=CC=CC=2)C2C=CC=CC=2)(C2C=CC=CC=2)C2C=CC=CC=2)=CC=1. The product is [C:33]([O:37][C:38]([N:40]1[CH2:44][CH2:43][CH2:42][CH:41]1[C:45]1[NH:49][C:48]([C:9]2[CH:10]=[CH:11][C:20]3[C:19]4[C:14](=[CH:15][C:16]([C:48]5[NH:49][C:45]([CH:41]6[CH2:42][CH2:43][CH2:44][N:40]6[C:51]([O:54][C:33]([CH3:36])([CH3:35])[CH3:34])=[O:52])=[N:46][CH:47]=5)=[CH:17][CH:18]=4)[CH2:13][CH2:12][C:21]=3[CH:22]=2)=[CH:47][N:46]=1)=[O:39])([CH3:36])([CH3:35])[CH3:34]. The yield is 0.240. (3) The reactants are [CH2:1]([C:6]1[CH:7]=[C:8]2[C:20]3=[C:21]4[C:11](=[CH:12][CH:13]=[CH:14][C:15]4=[CH:16][CH:17]=[C:18]3[CH:19]=1)[CH:10]=[CH:9]2)[C:2]([CH3:5])([CH3:4])[CH3:3].FC(F)(F)[C:24](O)=[O:25].C([SiH](CC)CC)C.ClC(OC)Cl. The catalyst is C(Cl)Cl.[Ti](Cl)(Cl)(Cl)Cl.CCOC(C)=O. The product is [CH2:1]([C:6]1[CH:7]=[C:8]2[C:20]3=[C:21]4[C:11](=[CH:12][CH:13]=[C:14]([CH:24]=[O:25])[C:15]4=[CH:16][CH:17]=[C:18]3[CH:19]=1)[CH:10]=[CH:9]2)[C:2]([CH3:5])([CH3:4])[CH3:3]. The yield is 0.910. (4) The product is [C:23]1([S:33]([C@H:8]2[CH2:13][CH2:12][C@H:11]([C:14]3[CH:19]=[CH:18][C:17]([OH:20])=[CH:16][C:15]=3[OH:21])[CH2:10][CH2:9]2)(=[O:37])=[O:35])[CH:28]=[CH:27][CH:26]=[CH:25][CH:24]=1. The catalyst is ClCCl. The yield is 0.300. The reactants are C1(S[C@H:8]2[CH2:13][CH2:12][C@H:11]([C:14]3[CH:19]=[CH:18][C:17]([OH:20])=[CH:16][C:15]=3[OH:21])[CH2:10][CH2:9]2)C=CC=CC=1.Cl[C:23]1[CH:28]=[CH:27][CH:26]=[C:25](C(OO)=O)[CH:24]=1.[S:33]([O-:37])([O-])(=[O:35])=S.[Na+].[Na+]. (5) The reactants are [CH:1]([C:3]1[O:4][C:5]2[CH:11]=[CH:10][C:9]([C:12]3[CH:19]=[CH:18][C:15]([C:16]#[N:17])=[CH:14][CH:13]=3)=[CH:8][C:6]=2[N:7]=1)=[CH2:2].[CH3:20][CH:21]1[CH2:25][CH2:24][CH2:23][NH:22]1. The catalyst is C(O)C. The product is [CH3:20][CH:21]1[CH2:25][CH2:24][CH2:23][N:22]1[CH2:2][CH2:1][C:3]1[O:4][C:5]2[CH:11]=[CH:10][C:9]([C:12]3[CH:19]=[CH:18][C:15]([C:16]#[N:17])=[CH:14][CH:13]=3)=[CH:8][C:6]=2[N:7]=1. The yield is 1.00.